This data is from Catalyst prediction with 721,799 reactions and 888 catalyst types from USPTO. The task is: Predict which catalyst facilitates the given reaction. (1) Reactant: [F:1][C:2]1[C:7]([C:8]([F:11])([F:10])[F:9])=[CH:6][CH:5]=[CH:4][C:3]=1[C:12](=O)[CH3:13].[C-:15]#[N:16].[Na+].[Cl-:18].[NH4+:19].N.[OH2:21]. Product: [ClH:18].[NH2:19][C:12]([C:3]1[CH:4]=[CH:5][CH:6]=[C:7]([C:8]([F:11])([F:10])[F:9])[C:2]=1[F:1])([CH3:13])[C:15]([NH2:16])=[O:21]. The catalyst class is: 8. (2) Reactant: C([O:9][C@@H:10]1[C@@H:32]([O:33]C(=O)C2C=CC=CC=2)[C@H:31]([O:42]C(=O)C2C=CC=CC=2)[C@@H:30]([C@@H:51]([CH3:61])[O:52]C(=O)C2C=CC=CC=2)[O:29][C@H:11]1[O:12][C:13]1[C:18]([CH2:19][C:20]2[CH:25]=[CH:24][C:23]([CH2:26][CH3:27])=[CH:22][CH:21]=2)=[CH:17][CH:16]=[C:15]([CH3:28])[N:14]=1)(=O)C1C=CC=CC=1.CO.C(=O)([O-])[O-].[K+].[K+].C(O[C@@H]1[C@@H](OC(=O)C2C=CC=CC=2)[C@H](OC(=O)C2C=CC=CC=2)[C@@H]([C@@H](C)OC(=O)C2C=CC=CC=2)O[C@H]1OC1C(CC2C=CC(CC)=CC=2)=C(C)C=C(C)N=1)(=O)C1C=CC=CC=1. Product: [O:12]([C:13]1[C:18]([CH2:19][C:20]2[CH:21]=[CH:22][C:23]([CH2:26][CH3:27])=[CH:24][CH:25]=2)=[CH:17][CH:16]=[C:15]([CH3:28])[N:14]=1)[C@@H:11]1[O:29][C@H:30]([C@@H:51]([CH3:61])[OH:52])[C@@H:31]([OH:42])[C@H:32]([OH:33])[C@H:10]1[OH:9]. The catalyst class is: 2. (3) Reactant: [Br:1][C:2]1[CH:7]=[CH:6][C:5]([N:8]([C:12]2[CH:17]=[CH:16][C:15]([F:18])=[CH:14][CH:13]=2)[C:9](=O)[CH3:10])=[C:4]([N+:19]([O-])=O)[CH:3]=1.[Sn](Cl)Cl. Product: [Br:1][C:2]1[CH:7]=[CH:6][C:5]2[N:8]([C:12]3[CH:17]=[CH:16][C:15]([F:18])=[CH:14][CH:13]=3)[C:9]([CH3:10])=[N:19][C:4]=2[CH:3]=1. The catalyst class is: 8. (4) Reactant: [F:1][C:2]1[CH:3]=[C:4]([CH2:10][C:11]2[C:12](=[O:17])[NH:13][NH:14][C:15]=2[CH3:16])[CH:5]=[CH:6][C:7]=1[O:8][CH3:9].[C:18](OC(=O)C)(=[O:20])[CH3:19]. Product: [C:18]([N:14]1[C:15]([CH3:16])=[C:11]([CH2:10][C:4]2[CH:5]=[CH:6][C:7]([O:8][CH3:9])=[C:2]([F:1])[CH:3]=2)[C:12]([OH:17])=[N:13]1)(=[O:20])[CH3:19]. The catalyst class is: 15. (5) Reactant: [CH3:1][N:2]([C:11]1[CH:16]=[CH:15][CH:14]=[CH:13][CH:12]=1)[C:3](=[O:10])[C:4]1[CH:9]=[CH:8][CH:7]=[CH:6][CH:5]=1. Product: [CH2:3]([OH:10])[C:4]1[CH:9]=[CH:8][CH:7]=[CH:6][CH:5]=1.[CH3:1][NH:2][C:11]1[CH:16]=[CH:15][CH:14]=[CH:13][CH:12]=1. The catalyst class is: 4. (6) Reactant: [CH3:1][N:2]1[CH:6]=[C:5]([C:7]2[S:11][C:10](N)=[N:9][N:8]=2)[CH:4]=[N:3]1.CC(O)=O.N([O-])=O.[Na+].[ClH:21]. Product: [Cl:21][C:10]1[S:11][C:7]([C:5]2[CH:4]=[N:3][N:2]([CH3:1])[CH:6]=2)=[N:8][N:9]=1. The catalyst class is: 6. (7) Reactant: [NH2:1][C:2]1[C:7]([Br:8])=[CH:6][C:5]([Br:9])=[C:4]([CH3:10])[N:3]=1.[CH3:11][C:12]([N+:19]#[C-:20])([CH3:18])[CH2:13][C:14]([CH3:17])([CH3:16])[CH3:15].[CH3:21][O:22][C:23]1[C:30]([O:31][CH3:32])=[CH:29][CH:28]=[CH:27][C:24]=1[CH:25]=O. Product: [Br:9][C:5]1[CH:6]=[C:7]([Br:8])[C:2]2[N:3]([C:20]([NH:19][C:12]([CH3:18])([CH3:11])[CH2:13][C:14]([CH3:17])([CH3:16])[CH3:15])=[C:25]([C:24]3[CH:27]=[CH:28][CH:29]=[C:30]([O:31][CH3:32])[C:23]=3[O:22][CH3:21])[N:1]=2)[C:4]=1[CH3:10]. The catalyst class is: 519. (8) Reactant: [C:1]([O:5][C:6]([N:8]1[CH2:13][CH2:12][O:11][CH:10]([C:14]([OH:16])=[O:15])[CH2:9]1)=[O:7])([CH3:4])([CH3:3])[CH3:2].[CH2:17](Br)[C:18]1[CH:23]=[CH:22][CH:21]=[CH:20][CH:19]=1.C(=O)([O-])[O-].[K+].[K+]. Product: [N:8]1([C:6]([O:5][C:1]([CH3:4])([CH3:2])[CH3:3])=[O:7])[CH2:13][CH2:12][O:11][CH:10]([C:14]([O:16][CH2:17][C:18]2[CH:23]=[CH:22][CH:21]=[CH:20][CH:19]=2)=[O:15])[CH2:9]1. The catalyst class is: 3.